This data is from Forward reaction prediction with 1.9M reactions from USPTO patents (1976-2016). The task is: Predict the product of the given reaction. (1) Given the reactants [C:1](Cl)(=[O:3])[CH3:2].[O:5]1[C:9]2[CH:10]=[CH:11][CH:12]=[CH:13][C:8]=2[N:7]=[C:6]1[N:14]1[CH2:19][CH2:18][CH2:17][CH2:16][C@H:15]1[C:20]([NH:22][CH2:23][CH2:24][N:25]1[C@H:30]([CH3:31])[CH2:29][NH:28][CH2:27][C@@H:26]1[CH3:32])=[O:21].C(=O)([O-])[O-].[K+].[K+], predict the reaction product. The product is: [NH3:7].[C:1]([N:28]1[CH2:27][C@@H:26]([CH3:32])[N:25]([CH2:24][CH2:23][NH:22][C:20]([C@@H:15]2[CH2:16][CH2:17][CH2:18][CH2:19][N:14]2[C:6]2[O:5][C:9]3[CH:10]=[CH:11][CH:12]=[CH:13][C:8]=3[N:7]=2)=[O:21])[C@@H:30]([CH3:31])[CH2:29]1)(=[O:3])[CH3:2]. (2) Given the reactants [Br:1][CH:2]1[CH2:7][CH2:6][CH:5]([C:8]([O:10][CH2:11][CH3:12])=[O:9])[CH2:4][CH:3]1[OH:13].C(O)(C)C, predict the reaction product. The product is: [Br:1][CH:2]1[CH2:7][CH2:6][CH:5]([C:8]([O:10][CH2:11][CH3:12])=[O:9])[CH2:4][C:3]1=[O:13]. (3) Given the reactants [Cl:1][C:2]1[CH:10]=[CH:9][C:5]([C:6]([OH:8])=[O:7])=[C:4]([OH:11])[CH:3]=1.C([O-])([O-])=O.[K+].[K+].[CH2:18](Br)[C:19]1[CH:24]=[CH:23][CH:22]=[CH:21][CH:20]=1, predict the reaction product. The product is: [CH2:18]([O:7][C:6](=[O:8])[C:5]1[CH:9]=[CH:10][C:2]([Cl:1])=[CH:3][C:4]=1[O:11][CH2:6][C:5]1[CH:9]=[CH:10][CH:2]=[CH:3][CH:4]=1)[C:19]1[CH:24]=[CH:23][CH:22]=[CH:21][CH:20]=1. (4) Given the reactants [OH:1][CH2:2][C:3]1[CH:4]=[C:5]([CH2:11][CH:12]([O:18][CH:19]([CH3:21])[CH3:20])[C:13]([O:15]CC)=[O:14])[CH:6]=[CH:7][C:8]=1[O:9][CH3:10].[CH3:22][O:23][C:24]1[CH:29]=[CH:28][C:27]([N:30]=[C:31]=[O:32])=[CH:26][CH:25]=1, predict the reaction product. The product is: [CH:19]([O:18][CH:12]([CH2:11][C:5]1[CH:6]=[CH:7][C:8]([O:9][CH3:10])=[C:3]([CH2:2][O:1][C:31]([NH:30][C:27]2[CH:28]=[CH:29][C:24]([O:23][CH3:22])=[CH:25][CH:26]=2)=[O:32])[CH:4]=1)[C:13]([OH:15])=[O:14])([CH3:20])[CH3:21]. (5) Given the reactants [C:1]([C:3]1[C:7]([C:8]2[CH:13]=[CH:12][C:11]([Cl:14])=[CH:10][C:9]=2[Cl:15])=[C:6]([C:16]2[NH:17][CH:18]=[CH:19][N:20]=2)[S:5][C:4]=1[C:21]1[CH:26]=[CH:25][N:24]=[C:23]([N:27]([CH2:31][C:32]2[CH:37]=[CH:36][C:35]([O:38][CH3:39])=[CH:34][CH:33]=2)[C:28](=[O:30])[CH3:29])[CH:22]=1)#[N:2].CN(C)C=O.[H-].[Na+].[F:47][C:48]1[CH:55]=[CH:54][C:51]([CH2:52]Br)=[CH:50][CH:49]=1, predict the reaction product. The product is: [C:1]([C:3]1[C:7]([C:8]2[CH:13]=[CH:12][C:11]([Cl:14])=[CH:10][C:9]=2[Cl:15])=[C:6]([C:16]2[N:17]([CH2:52][C:51]3[CH:54]=[CH:55][C:48]([F:47])=[CH:49][CH:50]=3)[CH:18]=[CH:19][N:20]=2)[S:5][C:4]=1[C:21]1[CH:26]=[CH:25][N:24]=[C:23]([N:27]([CH2:31][C:32]2[CH:33]=[CH:34][C:35]([O:38][CH3:39])=[CH:36][CH:37]=2)[C:28](=[O:30])[CH3:29])[CH:22]=1)#[N:2]. (6) Given the reactants [CH3:1][O:2][C:3]1[CH:8]=[CH:7][C:6]([C:9]([C:13]2[CH:18]=[CH:17][C:16]([O:19][CH3:20])=[CH:15][CH:14]=2)(O)[CH2:10][CH3:11])=[CH:5][CH:4]=1.O.C1(C)C=CC(S(O)(=O)=O)=CC=1, predict the reaction product. The product is: [CH3:20][O:19][C:16]1[CH:15]=[CH:14][C:13]([C:9]([C:6]2[CH:5]=[CH:4][C:3]([O:2][CH3:1])=[CH:8][CH:7]=2)=[CH:10][CH3:11])=[CH:18][CH:17]=1. (7) Given the reactants [Si]([O:8][CH2:9][CH:10]1[O:14][N:13]=[C:12]([C:15]2[CH:20]=[CH:19][C:18]([C:21]3[CH:26]=[CH:25][C:24]([N:27]4[CH2:31][C@H:30]([CH2:32][N:33]5[CH:37]=[CH:36][N:35]=[N:34]5)[O:29][C:28]4=[O:38])=[CH:23][CH:22]=3)=[CH:17][CH:16]=2)[CH2:11]1)(C(C)(C)C)(C)C.[F-].C([N+](CCCC)(CCCC)CCCC)CCC.O, predict the reaction product. The product is: [OH:8][CH2:9][CH:10]1[O:14][N:13]=[C:12]([C:15]2[CH:16]=[CH:17][C:18]([C:21]3[CH:22]=[CH:23][C:24]([N:27]4[CH2:31][C@H:30]([CH2:32][N:33]5[CH:37]=[CH:36][N:35]=[N:34]5)[O:29][C:28]4=[O:38])=[CH:25][CH:26]=3)=[CH:19][CH:20]=2)[CH2:11]1.